This data is from Catalyst prediction with 721,799 reactions and 888 catalyst types from USPTO. The task is: Predict which catalyst facilitates the given reaction. (1) Product: [Cl:26][C:27]1[CH:32]=[CH:31][CH:30]=[CH:29][C:28]=1[CH:33]1[C:38]([C:39]#[N:40])=[C:37]([C:41]([O:45][CH3:46])([O:43][CH3:44])[CH3:42])[NH:36][C:35]2=[N:47][NH:48][CH:49]=[C:34]12.[C:41]([C:37]1[NH:36][C:35]2=[N:47][NH:48][CH:49]=[C:34]2[CH:33]([C:28]2[CH:29]=[CH:30][CH:31]=[CH:32][C:27]=2[Cl:26])[C:38]=1[C:39]#[N:40])(=[O:43])[CH3:42]. The catalyst class is: 4. Reactant: COC(OC)(C)C(OC)=O.ClC1C=CC=CC=1C=O.NC1C=CNN=1.[Cl:26][C:27]1[CH:32]=[CH:31][CH:30]=[CH:29][C:28]=1[CH:33]1[C:38]([C:39]#[N:40])=[C:37]([C:41]([O:45][CH3:46])([O:43][CH3:44])[CH3:42])[NH:36][C:35]2=[N:47][NH:48][CH:49]=[C:34]12.FC(F)(F)C(O)=O. (2) Reactant: [Br:1][C:2]1[CH:3]=[C:4]([Cl:9])[C:5](F)=[N:6][CH:7]=1.[CH3:10][CH:11]([CH3:14])[CH2:12][OH:13].CC([O-])(C)C.[K+]. Product: [Br:1][C:2]1[CH:3]=[C:4]([Cl:9])[C:5]([O:13][CH2:12][CH:11]([CH3:14])[CH3:10])=[N:6][CH:7]=1. The catalyst class is: 1. (3) Reactant: [NH2:1][C:2]1[C:3]2[C:10]([C:11]3[CH:16]=[CH:15][C:14]([O:17][C:18]4[CH:23]=[CH:22][CH:21]=[CH:20][CH:19]=4)=[CH:13][CH:12]=3)=[C:9](F)[N:8]([C@@H:25]3[CH2:29][CH2:28][N:27]([C:30]([O:32][C:33]([CH3:36])([CH3:35])[CH3:34])=[O:31])[CH2:26]3)[C:4]=2[N:5]=[CH:6][N:7]=1.[CH3:37][O:38][Na]. Product: [NH2:1][C:2]1[C:3]2[C:10]([C:11]3[CH:16]=[CH:15][C:14]([O:17][C:18]4[CH:23]=[CH:22][CH:21]=[CH:20][CH:19]=4)=[CH:13][CH:12]=3)=[C:9]([O:38][CH3:37])[N:8]([C@@H:25]3[CH2:29][CH2:28][N:27]([C:30]([O:32][C:33]([CH3:36])([CH3:35])[CH3:34])=[O:31])[CH2:26]3)[C:4]=2[N:5]=[CH:6][N:7]=1. The catalyst class is: 5. (4) Reactant: C(OC([NH:8][C@H:9]1[CH2:13][CH2:12][CH2:11][C@H:10]1[C:14]([NH:16][S:17]([CH2:20][CH2:21][CH2:22]CC(O)=O)(=[O:19])=[O:18])=[O:15])=O)(C)(C)C.[ClH:27].C(OCC)(=[O:30])C. Product: [ClH:27].[NH2:8][C@H:9]1[CH2:13][CH2:12][CH2:11][C@H:10]1[C:14]([NH:16][S:17]([CH2:20][CH2:21][CH2:22][OH:30])(=[O:18])=[O:19])=[O:15]. The catalyst class is: 5.